This data is from Forward reaction prediction with 1.9M reactions from USPTO patents (1976-2016). The task is: Predict the product of the given reaction. (1) Given the reactants BrCCCCC[CH2:7][CH2:8][OH:9].Br[CH2:11][CH2:12][CH2:13][CH2:14][CH2:15][CH2:16][CH2:17][O:18][CH:19]1[CH2:24][CH2:23][CH2:22][CH2:21][O:20]1.[F:25][C:26]1[C:35]([F:36])=[CH:34][CH:33]=[CH:32][C:27]=1OCCO, predict the reaction product. The product is: [F:25][C:26]1[C:35]([F:36])=[CH:34][CH:33]=[CH:32][C:27]=1[CH2:7][CH2:8][O:9][CH2:11][CH2:12][CH2:13][CH2:14][CH2:15][CH2:16][CH2:17][O:18][CH:19]1[CH2:24][CH2:23][CH2:22][CH2:21][O:20]1. (2) Given the reactants [F:1][C:2]1[CH:7]=[CH:6][N:5]=[C:4]([NH2:8])[CH:3]=1.C1C(=O)N([Br:16])C(=O)C1, predict the reaction product. The product is: [Br:16][C:7]1[C:2]([F:1])=[CH:3][C:4]([NH2:8])=[N:5][CH:6]=1.